Dataset: Reaction yield outcomes from USPTO patents with 853,638 reactions. Task: Predict the reaction yield, written as a fraction of the theoretical maximum amount of product (1.0 means a 100% yield; for example, 0.34 means a 34% yield). (1) The reactants are C(=[N:14][N:15]=[CH:16][C:17]1[S:18][C:19]([C:23](C)(C)[O:24][SiH2]C(C)(C)C)=[CH:20][C:21]=1Br)(C1C=CC=CC=1)C1C=CC=CC=1.C(=NN)(C1C=CC=CC=1)C1C=CC=CC=1.C(=O)([O-])[O-].[Cs+].[Cs+]. The catalyst is C1(C)C=CC=CC=1.C1(P[C-]2C=CC=C2)C=CC=CC=1.[C-]1(PC2C=CC=CC=2)C=CC=C1.[Fe+2].C([O-])(=O)C.[Pd+2].C([O-])(=O)C. The product is [NH:14]1[C:21]2[CH:20]=[C:19]([CH2:23][OH:24])[S:18][C:17]=2[CH:16]=[N:15]1. The yield is 0.270. (2) The reactants are [NH2:1][C:2]1[O:3][CH2:4][C:5]2([C@H:15]3[CH2:16][N:17]([C:20]([O:22][CH2:23][C:24]4[CH:29]=[CH:28][CH:27]=[CH:26][CH:25]=4)=[O:21])[CH2:18][CH2:19][C@@H:14]3[O:13][C:12]3[CH:11]=[CH:10][C:9](Br)=[CH:8][C:7]2=3)[N:6]=1.[F:31][C:32]1[C:37](B(O)O)=[CH:36][CH:35]=[CH:34][N:33]=1.C([O-])([O-])=O.[Na+].[Na+]. The catalyst is C1C=CC([P]([Pd]([P](C2C=CC=CC=2)(C2C=CC=CC=2)C2C=CC=CC=2)([P](C2C=CC=CC=2)(C2C=CC=CC=2)C2C=CC=CC=2)[P](C2C=CC=CC=2)(C2C=CC=CC=2)C2C=CC=CC=2)(C2C=CC=CC=2)C2C=CC=CC=2)=CC=1.O1CCOCC1. The product is [NH2:1][C:2]1[O:3][CH2:4][C:5]2([C@H:15]3[CH2:16][N:17]([C:20]([O:22][CH2:23][C:24]4[CH:29]=[CH:28][CH:27]=[CH:26][CH:25]=4)=[O:21])[CH2:18][CH2:19][C@@H:14]3[O:13][C:12]3[CH:11]=[CH:10][C:9]([C:37]4[C:32]([F:31])=[N:33][CH:34]=[CH:35][CH:36]=4)=[CH:8][C:7]2=3)[N:6]=1. The yield is 0.570. (3) The reactants are Br.Br[CH2:3][C:4]([C:6]1[CH:11]=[CH:10][N:9]=[CH:8][CH:7]=1)=O.[F:12][C:13]1[CH:18]=[CH:17][CH:16]=[CH:15][C:14]=1[NH:19][C:20]([NH2:22])=[S:21].N. The catalyst is CCO.O. The product is [F:12][C:13]1[CH:18]=[CH:17][CH:16]=[CH:15][C:14]=1[NH:19][C:20]1[S:21][CH:3]=[C:4]([C:6]2[CH:11]=[CH:10][N:9]=[CH:8][CH:7]=2)[N:22]=1. The yield is 0.870. (4) The reactants are Cl.[F:2][C:3]1[CH:8]=[CH:7][CH:6]=[C:5]([F:9])[C:4]=1[C:10]1[N:15]=[C:14]([C:16]([NH:18][C:19]2[CH:20]=[N:21][CH:22]=[CH:23][C:24]=2[C@H:25]2[CH2:30][C@@H:29]([NH:31]C(=O)OC(C)(C)C)[C@@H:28]([S:39][CH3:40])[C@@H:27]([CH3:41])[CH2:26]2)=[O:17])[CH:13]=[CH:12][C:11]=1[F:42]. The catalyst is O1CCOCC1. The product is [NH2:31][C@H:29]1[C@@H:28]([S:39][CH3:40])[C@@H:27]([CH3:41])[CH2:26][C@@H:25]([C:24]2[CH:23]=[CH:22][N:21]=[CH:20][C:19]=2[NH:18][C:16](=[O:17])[C:14]2[CH:13]=[CH:12][C:11]([F:42])=[C:10]([C:4]3[C:3]([F:2])=[CH:8][CH:7]=[CH:6][C:5]=3[F:9])[N:15]=2)[CH2:30]1. The yield is 0.940. (5) The reactants are [NH:1]1[CH:5]=[C:4]([CH2:6][N:7]2[C:13]3[CH:14]=[CH:15][C:16]([C:18]#[N:19])=[CH:17][C:12]=3[CH2:11][N:10]([S:20]([C:23]3[S:24][CH:25]=[CH:26][CH:27]=3)(=[O:22])=[O:21])[C@H:9]([CH2:28][C:29]3[CH:34]=[CH:33][CH:32]=[CH:31][CH:30]=3)[CH2:8]2)[N:3]=[CH:2]1.[CH3:35][S:36]([OH:39])(=[O:38])=[O:37]. The catalyst is C(O)C. The product is [S:36]([OH:39])(=[O:38])(=[O:37])[CH3:35].[NH:1]1[CH:5]=[C:4]([CH2:6][N:7]2[C:13]3[CH:14]=[CH:15][C:16]([C:18]#[N:19])=[CH:17][C:12]=3[CH2:11][N:10]([S:20]([C:23]3[S:24][CH:25]=[CH:26][CH:27]=3)(=[O:21])=[O:22])[C@H:9]([CH2:28][C:29]3[CH:30]=[CH:31][CH:32]=[CH:33][CH:34]=3)[CH2:8]2)[N:3]=[CH:2]1. The yield is 0.923. (6) The reactants are [C:1]([C:3]1[CH:4]=[CH:5][C:6]2[N:7]([N:9]=[CH:10][N:11]=2)[CH:8]=1)#[CH:2].CN(CCN(C)C)C.Br[C:21]1[CH:26]=[CH:25][CH:24]=[C:23]([CH3:27])[N:22]=1. The catalyst is C1COCC1.C1C=CC(P(C2C=CC=CC=2)C2C=CC=CC=2)=CC=1.C1C=CC(P(C2C=CC=CC=2)C2C=CC=CC=2)=CC=1.C1C=CC(P(C2C=CC=CC=2)C2C=CC=CC=2)=CC=1.C1C=CC(P(C2C=CC=CC=2)C2C=CC=CC=2)=CC=1.[Pd].[Cu](I)I. The product is [CH3:27][C:23]1[N:22]=[C:21]([C:2]#[C:1][C:3]2[CH:4]=[CH:5][C:6]3[N:7]([N:9]=[CH:10][N:11]=3)[CH:8]=2)[CH:26]=[CH:25][CH:24]=1. The yield is 0.340.